Dataset: NCI-60 drug combinations with 297,098 pairs across 59 cell lines. Task: Regression. Given two drug SMILES strings and cell line genomic features, predict the synergy score measuring deviation from expected non-interaction effect. (1) Drug 1: CS(=O)(=O)C1=CC(=C(C=C1)C(=O)NC2=CC(=C(C=C2)Cl)C3=CC=CC=N3)Cl. Drug 2: CS(=O)(=O)OCCCCOS(=O)(=O)C. Cell line: EKVX. Synergy scores: CSS=1.60, Synergy_ZIP=-0.761, Synergy_Bliss=-4.68, Synergy_Loewe=-22.5, Synergy_HSA=-7.45. (2) Drug 1: CN(C)N=NC1=C(NC=N1)C(=O)N. Drug 2: COCCOC1=C(C=C2C(=C1)C(=NC=N2)NC3=CC=CC(=C3)C#C)OCCOC.Cl. Cell line: SK-OV-3. Synergy scores: CSS=8.02, Synergy_ZIP=-4.88, Synergy_Bliss=-2.21, Synergy_Loewe=-1.27, Synergy_HSA=-0.375. (3) Drug 1: CS(=O)(=O)C1=CC(=C(C=C1)C(=O)NC2=CC(=C(C=C2)Cl)C3=CC=CC=N3)Cl. Drug 2: CCN(CC)CCNC(=O)C1=C(NC(=C1C)C=C2C3=C(C=CC(=C3)F)NC2=O)C. Cell line: UO-31. Synergy scores: CSS=20.5, Synergy_ZIP=-5.04, Synergy_Bliss=-3.78, Synergy_Loewe=-2.23, Synergy_HSA=-2.08. (4) Drug 1: C1=CC(=C2C(=C1NCCNCCO)C(=O)C3=C(C=CC(=C3C2=O)O)O)NCCNCCO. Drug 2: CC1=CC=C(C=C1)C2=CC(=NN2C3=CC=C(C=C3)S(=O)(=O)N)C(F)(F)F. Cell line: SK-MEL-28. Synergy scores: CSS=38.6, Synergy_ZIP=2.15, Synergy_Bliss=0.678, Synergy_Loewe=-45.1, Synergy_HSA=-0.748. (5) Drug 1: CC12CCC3C(C1CCC2O)C(CC4=C3C=CC(=C4)O)CCCCCCCCCS(=O)CCCC(C(F)(F)F)(F)F. Drug 2: CC(C)NC(=O)C1=CC=C(C=C1)CNNC.Cl. Cell line: OVCAR-5. Synergy scores: CSS=-9.67, Synergy_ZIP=9.34, Synergy_Bliss=7.57, Synergy_Loewe=-5.64, Synergy_HSA=-4.23. (6) Drug 1: C1CCC(C1)C(CC#N)N2C=C(C=N2)C3=C4C=CNC4=NC=N3. Drug 2: CC1OCC2C(O1)C(C(C(O2)OC3C4COC(=O)C4C(C5=CC6=C(C=C35)OCO6)C7=CC(=C(C(=C7)OC)O)OC)O)O. Cell line: KM12. Synergy scores: CSS=51.2, Synergy_ZIP=4.77, Synergy_Bliss=4.20, Synergy_Loewe=6.03, Synergy_HSA=7.55. (7) Drug 1: C1=NC2=C(N=C(N=C2N1C3C(C(C(O3)CO)O)O)F)N. Drug 2: CCC1(CC2CC(C3=C(CCN(C2)C1)C4=CC=CC=C4N3)(C5=C(C=C6C(=C5)C78CCN9C7C(C=CC9)(C(C(C8N6C)(C(=O)OC)O)OC(=O)C)CC)OC)C(=O)OC)O.OS(=O)(=O)O. Cell line: SK-OV-3. Synergy scores: CSS=4.28, Synergy_ZIP=-1.36, Synergy_Bliss=2.03, Synergy_Loewe=-7.87, Synergy_HSA=-0.239.